This data is from Full USPTO retrosynthesis dataset with 1.9M reactions from patents (1976-2016). The task is: Predict the reactants needed to synthesize the given product. (1) Given the product [CH:1]1([CH2:4][O:5][C:6]2[N:11]=[C:10]([C:12]([N:25]3[C@H:24]([C:28]([NH2:30])=[O:29])[C:23]([CH3:31])([CH3:22])[S:27][CH2:26]3)=[O:14])[CH:9]=[CH:8][C:7]=2[N:15]2[CH2:18][C:17]([F:20])([F:19])[CH2:16]2)[CH2:2][CH2:3]1, predict the reactants needed to synthesize it. The reactants are: [CH:1]1([CH2:4][O:5][C:6]2[N:11]=[C:10]([C:12]([OH:14])=O)[CH:9]=[CH:8][C:7]=2[N:15]2[CH2:18][C:17]([F:20])([F:19])[CH2:16]2)[CH2:3][CH2:2]1.Cl.[CH3:22][C:23]1([CH3:31])[S:27][CH2:26][NH:25][C@@H:24]1[C:28]([NH2:30])=[O:29].CN(C(ON1N=NC2C=CC=CC1=2)=[N+](C)C)C.[B-](F)(F)(F)F.CCN(C(C)C)C(C)C. (2) Given the product [OH:1][C@H:2]([CH2:3][NH:16][C:17]1[CH:18]=[CH:19][C:20]([N:23]2[CH2:28][CH2:27][O:26][CH2:25][C:24]2=[O:29])=[CH:21][CH:22]=1)[CH2:4][N:5]1[C:13](=[O:14])[C:12]2[C:7](=[CH:8][CH:9]=[CH:10][CH:11]=2)[C:6]1=[O:15], predict the reactants needed to synthesize it. The reactants are: [O:1]1[CH2:3][C@@H:2]1[CH2:4][N:5]1[C:13](=[O:14])[C:12]2[C:7](=[CH:8][CH:9]=[CH:10][CH:11]=2)[C:6]1=[O:15].[NH2:16][C:17]1[CH:22]=[CH:21][C:20]([N:23]2[CH2:28][CH2:27][O:26][CH2:25][C:24]2=[O:29])=[CH:19][CH:18]=1. (3) Given the product [C:33]([C:26]1[CH:27]=[N:28][C:29]2[C:24]([C:25]=1[NH:36][C:37]1[CH:42]=[CH:41][CH:40]=[C:39]([O:43][CH3:44])[CH:38]=1)=[CH:23][C:22]([S:19]([C:15]1[CH:14]=[C:13]([CH:18]=[CH:17][CH:16]=1)[C:11]([NH:10][C:9]1[CH:4]=[CH:5][C:6]([CH2:50][CH2:51][NH:52][C:53](=[O:59])[O:54][C:55]([CH3:58])([CH3:57])[CH3:56])=[CH:7][CH:8]=1)=[O:12])(=[O:21])=[O:20])=[CH:31][C:30]=2[CH3:32])(=[O:34])[NH2:35], predict the reactants needed to synthesize it. The reactants are: OCC[CH2:4][CH2:5][CH2:6][CH2:7][CH2:8][CH2:9][NH:10][C:11]([C:13]1[CH:14]=[C:15]([S:19]([C:22]2[CH:23]=[C:24]3[C:29](=[C:30]([CH3:32])[CH:31]=2)[N:28]=[CH:27][C:26]([C:33]([NH2:35])=[O:34])=[C:25]3[NH:36][C:37]2[CH:42]=[CH:41][CH:40]=[C:39]([O:43][CH3:44])[CH:38]=2)(=[O:21])=[O:20])[CH:16]=[CH:17][CH:18]=1)=[O:12].NC1C=CC([CH2:50][CH2:51][NH:52][C:53](=[O:59])[O:54][C:55]([CH3:58])([CH3:57])[CH3:56])=CC=1. (4) Given the product [CH3:16][O:15][CH2:14][C@H:13]([CH3:17])[O:12][C:10]1[CH:9]=[C:4]([CH:3]=[C:2]([O:1][C:22]2[CH:23]=[CH:24][C:19]([F:18])=[CH:20][CH:21]=2)[CH:11]=1)[C:5]([O:7][CH3:8])=[O:6], predict the reactants needed to synthesize it. The reactants are: [OH:1][C:2]1[CH:3]=[C:4]([CH:9]=[C:10]([O:12][C@@H:13]([CH3:17])[CH2:14][O:15][CH3:16])[CH:11]=1)[C:5]([O:7][CH3:8])=[O:6].[F:18][C:19]1[CH:24]=[CH:23][C:22](B(O)O)=[CH:21][CH:20]=1.C(N(CC)CC)C. (5) Given the product [CH3:13][N:14]([C:22]1[CH:27]=[CH:26][CH:25]=[CH:24][CH:23]=1)[C:15]1[CH:16]=[C:17]([CH:18]=[CH:19][CH:20]=1)[O:21][C:2]1[N:3]=[C:4]([OH:12])[C:5]2[CH:11]=[CH:10][N:9]=[CH:8][C:6]=2[N:7]=1, predict the reactants needed to synthesize it. The reactants are: Cl[C:2]1[N:3]=[C:4]([OH:12])[C:5]2[CH:11]=[CH:10][N:9]=[CH:8][C:6]=2[N:7]=1.[CH3:13][N:14]([C:22]1[CH:27]=[CH:26][CH:25]=[CH:24][CH:23]=1)[C:15]1[CH:16]=[C:17]([OH:21])[CH:18]=[CH:19][CH:20]=1.